From a dataset of Catalyst prediction with 721,799 reactions and 888 catalyst types from USPTO. Predict which catalyst facilitates the given reaction. (1) Reactant: Br[CH:2]([C:8](=O)[C:9]1[CH:14]=[CH:13][CH:12]=[CH:11][N:10]=1)[C:3]([O:5][CH2:6][CH3:7])=[O:4].[CH3:16][C:17]1[C:18]([NH:23][C:24]([NH2:26])=[S:25])=[N:19][CH:20]=[CH:21][CH:22]=1. Product: [CH3:16][C:17]1[C:18]([NH:23][C:24]2[S:25][C:2]([C:3]([O:5][CH2:6][CH3:7])=[O:4])=[C:8]([C:9]3[CH:14]=[CH:13][CH:12]=[CH:11][N:10]=3)[N:26]=2)=[N:19][CH:20]=[CH:21][CH:22]=1. The catalyst class is: 8. (2) Reactant: [Cl:1][C:2]1[C:10]([OH:11])=[CH:9][C:8]([I:12])=[C:7]2[C:3]=1[CH2:4][NH:5][C:6]2=[O:13].C(=O)([O-])[O-].[K+].[K+].[C:20]([Si:24]([O:27][CH2:28][CH2:29][CH2:30][CH2:31]I)([CH3:26])[CH3:25])([CH3:23])([CH3:22])[CH3:21]. Product: [Cl:1][C:2]1[C:10]([O:11][CH2:31][CH2:30][CH2:29][CH2:28][O:27][Si:24]([C:20]([CH3:21])([CH3:23])[CH3:22])([CH3:25])[CH3:26])=[CH:9][C:8]([I:12])=[C:7]2[C:3]=1[CH2:4][NH:5][C:6]2=[O:13]. The catalyst class is: 3. (3) Reactant: [CH:1]1([C@H:4]2[C@H:13]([CH3:14])[C@@H:12]([NH:15][C:16](=[O:25])[O:17][CH2:18][C:19]3[CH:24]=[CH:23][CH:22]=[CH:21][CH:20]=3)[C:11]3[CH:10]=[CH:9][NH:8][C:7](=[O:26])[C:6]=3[NH:5]2)[CH2:3][CH2:2]1.N1C=CC=CC=1.[C:33](Cl)(=[O:35])[CH3:34].C(=O)([O-])[O-].[K+].[K+]. Product: [C:33]([N:5]1[C:6]2[C:7](=[O:26])[NH:8][CH:9]=[CH:10][C:11]=2[C@H:12]([NH:15][C:16](=[O:25])[O:17][CH2:18][C:19]2[CH:24]=[CH:23][CH:22]=[CH:21][CH:20]=2)[C@@H:13]([CH3:14])[C@@H:4]1[CH:1]1[CH2:3][CH2:2]1)(=[O:35])[CH3:34]. The catalyst class is: 2. (4) Reactant: [N:1]1([C:10]2[N:18]=[C:17]([Cl:19])[N:16]=[C:15]3[C:11]=2[N:12]=[CH:13][NH:14]3)[C:5]2[CH:6]=[CH:7][CH:8]=[CH:9][C:4]=2[N:3]=[CH:2]1.[NH:20]1[CH2:25][CH2:24][O:23][CH2:22][CH2:21]1. Product: [ClH:19].[ClH:19].[N:1]1([C:10]2[N:18]=[C:17]([N:20]3[CH2:25][CH2:24][O:23][CH2:22][CH2:21]3)[N:16]=[C:15]3[C:11]=2[N:12]=[CH:13][NH:14]3)[C:5]2[CH:6]=[CH:7][CH:8]=[CH:9][C:4]=2[N:3]=[CH:2]1. The catalyst class is: 16. (5) Reactant: [NH2:1][C:2]1[N:10]=[CH:9][CH:8]=[CH:7][C:3]=1[C:4]([OH:6])=[O:5].[C:11]([O-])([O-])=O.[K+].[K+].IC. Product: [NH2:1][C:2]1[N:10]=[CH:9][CH:8]=[CH:7][C:3]=1[C:4]([O:6][CH3:11])=[O:5]. The catalyst class is: 16.